This data is from Catalyst prediction with 721,799 reactions and 888 catalyst types from USPTO. The task is: Predict which catalyst facilitates the given reaction. (1) The catalyst class is: 3. Reactant: Cl.[C:2]([O:6][C:7](=[O:21])[C@@H:8]([NH:15][C:16](=[O:20])[C@@H:17]([NH2:19])[CH3:18])[CH2:9][CH2:10][S:11]([CH3:14])(=[O:13])=[O:12])([CH3:5])([CH3:4])[CH3:3].[CH3:22][C:23]1[C:31]2[C:26](=[CH:27][CH:28]=[CH:29][CH:30]=2)[CH2:25][C:24]=1[C:32](O)=[O:33].CN(C(ON1N=NC2C=CC=NC1=2)=[N+](C)C)C.F[P-](F)(F)(F)(F)F.C(N(CC)C(C)C)(C)C. Product: [C:2]([O:6][C:7](=[O:21])[C@@H:8]([NH:15][C:16](=[O:20])[C@@H:17]([NH:19][C:32]([C:24]1[CH2:25][C:26]2[C:31]([C:23]=1[CH3:22])=[CH:30][CH:29]=[CH:28][CH:27]=2)=[O:33])[CH3:18])[CH2:9][CH2:10][S:11]([CH3:14])(=[O:13])=[O:12])([CH3:3])([CH3:4])[CH3:5]. (2) Reactant: [C:1]([NH:4][CH:5]([CH2:9][S:10][C:11](=[O:19])[C:12]1[CH:17]=[CH:16][C:15]([CH3:18])=[CH:14][CH:13]=1)[C:6](O)=[O:7])(=[O:3])[CH3:2].Cl.C[N:22](C)CCCN=C=NCC.O.OC1C2N=NNC=2C=CC=1.C(N(CC)CC)C.[Cl-].[NH4+]. Product: [C:1]([NH:4][C@@H:5]([CH2:9][S:10][C:11](=[O:19])[C:12]1[CH:17]=[CH:16][C:15]([CH3:18])=[CH:14][CH:13]=1)[C:6]([NH2:22])=[O:7])(=[O:3])[CH3:2]. The catalyst class is: 42. (3) The catalyst class is: 566. Product: [F:1][C:2]1[C:19]([NH:20][C:21]([C:23]2[O:24][C:38]([NH:37][C:34]3[CH:35]=[CH:36][C:31]([F:30])=[CH:32][CH:33]=3)=[N:26][N:25]=2)=[O:22])=[C:18]([N+:27]([O-:29])=[O:28])[CH:17]=[CH:16][C:3]=1[O:4][C@@H:5]1[CH2:10][CH2:9][C@H:8]([C:11]([O:13][CH2:14][CH3:15])=[O:12])[CH2:7][CH2:6]1. Reactant: [F:1][C:2]1[C:19]([NH:20][C:21]([C:23]([NH:25][NH2:26])=[O:24])=[O:22])=[C:18]([N+:27]([O-:29])=[O:28])[CH:17]=[CH:16][C:3]=1[O:4][C@@H:5]1[CH2:10][CH2:9][C@H:8]([C:11]([O:13][CH2:14][CH3:15])=[O:12])[CH2:7][CH2:6]1.[F:30][C:31]1[CH:36]=[CH:35][C:34]([N:37]=[C:38]=S)=[CH:33][CH:32]=1.C(Cl)CCl. (4) Reactant: [C:1]([O:7][C:8]([CH3:11])([CH3:10])[CH3:9])(=[O:6])[CH2:2][C:3]([CH3:5])=O.[Br:12][C:13]1[CH:14]=[C:15]([CH:18]=[CH:19][C:20]=1[F:21])[CH:16]=O.[NH4+:22].[OH-:23]. Product: [Br:12][C:13]1[CH:14]=[C:15]([CH:16]2[C:2]([C:1]([O:7][C:8]([CH3:11])([CH3:10])[CH3:9])=[O:6])=[C:3]([CH3:5])[NH:22][C:3]([CH3:5])=[C:2]2[C:1]([O:7][C:8]([CH3:11])([CH3:10])[CH3:9])=[O:23])[CH:18]=[CH:19][C:20]=1[F:21]. The catalyst class is: 271. (5) Reactant: [NH2:1][CH2:2][CH2:3][CH2:4][N:5]1[CH2:10][CH2:9][CH2:8][CH2:7][CH2:6]1.CCN(C(C)C)C(C)C.[CH3:20][O:21][C:22]1[CH:30]=[CH:29][C:25]([C:26](Cl)=[O:27])=[CH:24][CH:23]=1. Product: [CH3:20][O:21][C:22]1[CH:30]=[CH:29][C:25]([C:26]([NH:1][CH2:2][CH2:3][CH2:4][N:5]2[CH2:10][CH2:9][CH2:8][CH2:7][CH2:6]2)=[O:27])=[CH:24][CH:23]=1. The catalyst class is: 4. (6) Reactant: [Cl:1][C:2]1[CH:7]=[CH:6][C:5]([NH:8][C:9]([CH:11]2[CH2:20][CH2:19][C:18]3[C:13](=[CH:14][C:15]([O:21]C)=[CH:16][CH:17]=3)[CH2:12]2)=[O:10])=[CH:4][C:3]=1[C:23]([F:26])([F:25])[F:24].B(Br)(Br)Br. Product: [Cl:1][C:2]1[CH:7]=[CH:6][C:5]([NH:8][C:9]([CH:11]2[CH2:20][CH2:19][C:18]3[C:13](=[CH:14][C:15]([OH:21])=[CH:16][CH:17]=3)[CH2:12]2)=[O:10])=[CH:4][C:3]=1[C:23]([F:24])([F:25])[F:26]. The catalyst class is: 2.